Dataset: Catalyst prediction with 721,799 reactions and 888 catalyst types from USPTO. Task: Predict which catalyst facilitates the given reaction. Reactant: [CH2:1]([C@@:3]12[CH2:13][CH2:12][C@:11]([OH:17])([CH2:14][CH2:15][CH3:16])[CH2:10][C@@H:9]1[CH2:8][CH2:7][CH2:6][C:5]1[CH:18]=[C:19]([C:22](O)=[O:23])[CH:20]=[CH:21][C:4]2=1)[CH3:2].CN(C(ON1N=NC2C=CC=CC1=2)=[N+](C)C)C.F[P-](F)(F)(F)(F)F.CCN(C(C)C)C(C)C.[Cl:58][C:59]1[CH:65]=[CH:64][CH:63]=[CH:62][C:60]=1[NH2:61]. Product: [Cl:58][C:59]1[CH:65]=[CH:64][CH:63]=[CH:62][C:60]=1[NH:61][C:22]([C:19]1[CH:20]=[CH:21][C:4]2[C@:3]3([CH2:1][CH3:2])[CH2:13][CH2:12][C@:11]([OH:17])([CH2:14][CH2:15][CH3:16])[CH2:10][C@@H:9]3[CH2:8][CH2:7][CH2:6][C:5]=2[CH:18]=1)=[O:23]. The catalyst class is: 3.